From a dataset of Peptide-MHC class II binding affinity with 134,281 pairs from IEDB. Regression. Given a peptide amino acid sequence and an MHC pseudo amino acid sequence, predict their binding affinity value. This is MHC class II binding data. (1) The peptide sequence is KFAEGRRGAAEVLVVK. The MHC is DRB1_1301 with pseudo-sequence DRB1_1301. The binding affinity (normalized) is 0.189. (2) The peptide sequence is KFDSQLAHRHMARELH. The MHC is DRB1_0405 with pseudo-sequence DRB1_0405. The binding affinity (normalized) is 0.